From a dataset of Catalyst prediction with 721,799 reactions and 888 catalyst types from USPTO. Predict which catalyst facilitates the given reaction. (1) Reactant: [Cl:1][C:2]1[CH:3]=[C:4]2[C:8](=[CH:9][CH:10]=1)[NH:7][C:6]([C:11]([NH:13][C@H:14]1[C@H:18]([NH:19][C:20]([C:22]3[S:23][C:24]4[CH2:25][N:26]([CH3:31])[CH2:27][CH2:28][C:29]=4[N:30]=3)=[O:21])[CH2:17][N:16](C(OC(C)(C)C)=O)[CH2:15]1)=[O:12])=[CH:5]2.FC(F)(F)C(O)=O. Product: [ClH:1].[Cl:1][C:2]1[CH:3]=[C:4]2[C:8](=[CH:9][CH:10]=1)[NH:7][C:6]([C:11]([NH:13][C@@H:14]1[CH2:15][NH:16][CH2:17][C@H:18]1[NH:19][C:20]([C:22]1[S:23][C:24]3[CH2:25][N:26]([CH3:31])[CH2:27][CH2:28][C:29]=3[N:30]=1)=[O:21])=[O:12])=[CH:5]2. The catalyst class is: 2. (2) Reactant: [CH3:1][O:2][CH2:3][CH:4]([C:6]1[CH:11]=[CH:10][C:9]([O:12][C:13]([F:16])([F:15])[F:14])=[CH:8][CH:7]=1)[OH:5]. Product: [CH3:1][O:2][CH2:3][C:4]([C:6]1[CH:7]=[CH:8][C:9]([O:12][C:13]([F:14])([F:15])[F:16])=[CH:10][CH:11]=1)=[O:5]. The catalyst class is: 4. (3) Reactant: Br[CH2:2][C:3]1[CH:8]=[CH:7][C:6]([C:9](=[O:28])[CH2:10][N:11]2[C:16](=[O:17])[CH:15]=[C:14]([O:18][CH2:19][C:20]3[CH:25]=[CH:24][C:23]([O:26][CH3:27])=[CH:22][N:21]=3)[CH:13]=[N:12]2)=[C:5]([CH3:29])[CH:4]=1.[CH3:30][NH:31][CH3:32]. Product: [CH3:30][N:31]([CH2:2][C:3]1[CH:8]=[CH:7][C:6]([C:9](=[O:28])[CH2:10][N:11]2[C:16](=[O:17])[CH:15]=[C:14]([O:18][CH2:19][C:20]3[CH:25]=[CH:24][C:23]([O:26][CH3:27])=[CH:22][N:21]=3)[CH:13]=[N:12]2)=[C:5]([CH3:29])[CH:4]=1)[CH3:32]. The catalyst class is: 80.